This data is from Full USPTO retrosynthesis dataset with 1.9M reactions from patents (1976-2016). The task is: Predict the reactants needed to synthesize the given product. (1) The reactants are: C[O:2][C:3]([C@@H:5]1[CH2:9][C@@H:8]([NH:10][C:11]([C:13]2[S:14][C:15]([Cl:18])=[CH:16][CH:17]=2)=[O:12])[CH2:7][N:6]1[CH2:19][C:20](=[O:36])[NH:21][C:22]1[CH:27]=[CH:26][C:25]([N:28]2[CH:33]=[CH:32][CH:31]=[CH:30][C:29]2=[O:34])=[CH:24][C:23]=1[F:35])=[O:4].[OH-].[Na+].Cl. Given the product [Cl:18][C:15]1[S:14][C:13]([C:11]([NH:10][C@H:8]2[CH2:7][N:6]([CH2:19][C:20](=[O:36])[NH:21][C:22]3[CH:27]=[CH:26][C:25]([N:28]4[CH:33]=[CH:32][CH:31]=[CH:30][C:29]4=[O:34])=[CH:24][C:23]=3[F:35])[C@H:5]([C:3]([OH:4])=[O:2])[CH2:9]2)=[O:12])=[CH:17][CH:16]=1, predict the reactants needed to synthesize it. (2) The reactants are: COC(C1C=C(Cl)C2N([C:11]([C:32]3[CH:37]=[CH:36][CH:35]=[CH:34][CH:33]=3)=[C:12]([C:14]3[CH:19]=[CH:18][C:17]([C:20]4([NH:24][C:25]([O:27][C:28]([CH3:31])([CH3:30])[CH3:29])=[O:26])[CH2:23][CH2:22][CH2:21]4)=[CH:16][CH:15]=3)N=2)C=1)=O.[Br:39][C:40]1[CH:41]=[C:42]([O:47][CH3:48])[C:43]([NH2:46])=[N:44][CH:45]=1. Given the product [C:28]([O:27][C:25](=[O:26])[NH:24][C:20]1([C:17]2[CH:16]=[CH:15][C:14]([C:12]3[N:46]=[C:43]4[C:42]([O:47][CH3:48])=[CH:41][C:40]([Br:39])=[CH:45][N:44]4[C:11]=3[C:32]3[CH:37]=[CH:36][CH:35]=[CH:34][CH:33]=3)=[CH:19][CH:18]=2)[CH2:21][CH2:22][CH2:23]1)([CH3:31])([CH3:29])[CH3:30], predict the reactants needed to synthesize it. (3) Given the product [OH:1][C:2]1[C:7]2[C@@:8]3([OH:45])[C@@:21]([O:25][CH3:26])([C@H:22]([OH:24])[CH2:23][C:6]=2[CH:5]=[C:4]([CH3:46])[C:3]=1[C:47]([O:49][CH3:50])=[O:48])[C:20](=[O:27])[C:19]1[C:10](=[CH:11][C:12]2[C:13](=[O:43])[C:14]([NH:30][C@@H:31]4[C@H:36]([O:37][CH3:38])[C@H:35]([OH:39])[C@@H:34]([O:40][CH3:41])[C@H:33]([CH3:42])[O:32]4)=[CH:15][C:16](=[NH:51])[C:17]=2[C:18]=1[OH:28])[C:9]3=[O:44], predict the reactants needed to synthesize it. The reactants are: [OH:1][C:2]1[C:7]2[C@@:8]3([OH:45])[C@@:21]([O:25][CH3:26])([C@H:22]([OH:24])[CH2:23][C:6]=2[CH:5]=[C:4]([CH3:46])[C:3]=1[C:47]([O:49][CH3:50])=[O:48])[C:20](=[O:27])[C:19]1[C:10](=[CH:11][C:12]2[C:13](=[O:43])[C:14]([NH:30][C@@H:31]4[C@H:36]([O:37][CH3:38])[C@H:35]([OH:39])[C@@H:34]([O:40][CH3:41])[C@H:33]([CH3:42])[O:32]4)=[CH:15][C:16](=O)[C:17]=2[C:18]=1[OH:28])[C:9]3=[O:44].[NH4+:51].[OH-]. (4) Given the product [C:1]([O:5][C:6](=[O:35])[CH2:7][C@@H:8]([O:33][CH3:34])[C@@H:9]([N:14]([CH3:15])[C:16](=[O:32])[C@H:17]([CH:29]([CH3:30])[CH3:31])[NH2:18])[C@@H:10]([CH3:13])[CH2:11][CH3:12])([CH3:3])([CH3:4])[CH3:2], predict the reactants needed to synthesize it. The reactants are: [C:1]([O:5][C:6](=[O:35])[CH2:7][C@@H:8]([O:33][CH3:34])[C@@H:9]([N:14]([C:16](=[O:32])[C@H:17]([CH:29]([CH3:31])[CH3:30])[NH:18]C(OCC1C=CC=CC=1)=O)[CH3:15])[C@@H:10]([CH3:13])[CH2:11][CH3:12])([CH3:4])([CH3:3])[CH3:2]. (5) Given the product [ClH:28].[C:22]1([S:19]([C:16]2[S:15][C:14]([N:11]3[CH2:12][CH2:13][NH:8][CH2:9][CH2:10]3)=[N:18][CH:17]=2)(=[O:21])=[O:20])[CH:27]=[CH:26][CH:25]=[CH:24][CH:23]=1, predict the reactants needed to synthesize it. The reactants are: C(OC([N:8]1[CH2:13][CH2:12][N:11]([C:14]2[S:15][C:16]([S:19]([C:22]3[CH:27]=[CH:26][CH:25]=[CH:24][CH:23]=3)(=[O:21])=[O:20])=[CH:17][N:18]=2)[CH2:10][CH2:9]1)=O)(C)(C)C.[ClH:28].